From a dataset of Reaction yield outcomes from USPTO patents with 853,638 reactions. Predict the reaction yield, written as a fraction of the theoretical maximum amount of product (1.0 means a 100% yield; for example, 0.34 means a 34% yield). The yield is 0.540. The product is [NH:9]1[C:10]2[C:15](=[CH:14][CH:13]=[CH:12][CH:11]=2)[CH:16]=[C:8]1[C:3]1[CH:4]=[CH:5][CH:6]=[CH:7][C:2]=1[NH:1][C:17](=[O:26])[CH2:18][CH2:19][C:20]1[CH:25]=[CH:24][CH:23]=[CH:22][CH:21]=1. No catalyst specified. The reactants are [NH2:1][C:2]1[CH:7]=[CH:6][CH:5]=[CH:4][C:3]=1[C:8]1[NH:9][C:10]2[C:15]([CH:16]=1)=[CH:14][CH:13]=[CH:12][CH:11]=2.[C:17](O)(=[O:26])[CH2:18][CH2:19][C:20]1[CH:25]=[CH:24][CH:23]=[CH:22][CH:21]=1.